From a dataset of Catalyst prediction with 721,799 reactions and 888 catalyst types from USPTO. Predict which catalyst facilitates the given reaction. (1) Reactant: [CH3:1][C:2]1[C:3]([N+:11]([O-])=O)=[N:4][CH:5]=[C:6]([C:8]([CH3:10])=[CH2:9])[CH:7]=1. Product: [CH:8]([C:6]1[CH:7]=[C:2]([CH3:1])[C:3]([NH2:11])=[N:4][CH:5]=1)([CH3:10])[CH3:9]. The catalyst class is: 29. (2) Reactant: [CH3:1][C:2]([C:4]1[CH:9]=[CH:8][C:7]([Cl:10])=[CH:6][CH:5]=1)=O.II.[CH2:13]([SH:16])[CH2:14][SH:15]. Product: [Cl:10][C:7]1[CH:8]=[CH:9][C:4]([C:2]2([CH3:1])[S:16][CH2:13][CH2:14][S:15]2)=[CH:5][CH:6]=1. The catalyst class is: 7. (3) Reactant: [Cl:1][C:2]1[CH:3]=[C:4]([N:9]2[C:13]3=[N:14][CH:15]=[C:16]([C:17](O)=[O:18])[N:12]3[C@:11]([CH3:32])([CH2:20][C:21]3[CH:26]=[CH:25][C:24]([O:27][C:28]([F:31])([F:30])[F:29])=[CH:23][CH:22]=3)[C:10]2=[O:33])[CH:5]=[C:6]([Cl:8])[CH:7]=1.C(Cl)(=O)C(Cl)=O.C(N(C(C)C)CC)(C)C.[C:49]([O:53][C:54](=[O:57])[CH2:55][NH2:56])([CH3:52])([CH3:51])[CH3:50]. Product: [C:49]([O:53][C:54](=[O:57])[CH2:55][NH:56][C:17]([C:16]1[N:12]2[C@:11]([CH3:32])([CH2:20][C:21]3[CH:26]=[CH:25][C:24]([O:27][C:28]([F:29])([F:31])[F:30])=[CH:23][CH:22]=3)[C:10](=[O:33])[N:9]([C:4]3[CH:5]=[C:6]([Cl:8])[CH:7]=[C:2]([Cl:1])[CH:3]=3)[C:13]2=[N:14][CH:15]=1)=[O:18])([CH3:52])([CH3:51])[CH3:50]. The catalyst class is: 59. (4) Reactant: [NH2:1][C:2]1[N:6]([CH2:7][C:8]2[CH:13]=[CH:12][C:11]([O:14][CH3:15])=[CH:10][CH:9]=2)[N:5]=[N:4][C:3]=1[C:16]([O:18]CC)=[O:17].[CH3:21][S:22](Cl)(=[O:24])=[O:23]. Product: [CH3:15][O:14][C:11]1[CH:12]=[CH:13][C:8]([CH2:7][N:6]2[C:2]([NH:1][S:22]([CH3:21])(=[O:24])=[O:23])=[C:3]([C:16]([OH:18])=[O:17])[N:4]=[N:5]2)=[CH:9][CH:10]=1. The catalyst class is: 17. (5) Reactant: [CH3:1][CH2:2][C@@:3]1([OH:27])[C:8](=[O:9])[O:7][CH2:6][C:5]2[C:10]([N:12]3[C:16](=[CH:17][C:4]1=2)[C:15]1[N:18]=[C:19]2[C:24](=[CH:25][C:14]=1[CH2:13]3)[C:23]([Br:26])=[CH:22][CH:21]=[CH:20]2)=[O:11].[C:28](N1C=CN=C1)([N:30]1[CH:34]=[CH:33][N:32]=[CH:31]1)=[O:29]. Product: [N:30]1([C:28]([O:27][C@@:3]2([CH2:2][CH3:1])[C:4]3[CH:17]=[C:16]4[N:12]([CH2:13][C:14]5[C:15]4=[N:18][C:19]4[CH:20]=[CH:21][CH:22]=[C:23]([Br:26])[C:24]=4[CH:25]=5)[C:10](=[O:11])[C:5]=3[CH2:6][O:7][C:8]2=[O:9])=[O:29])[CH:34]=[CH:33][N:32]=[CH:31]1. The catalyst class is: 76. (6) Reactant: [OH-].[K+].[OH:3][C:4]1[CH:13]=[C:12]([O:14]C)[C:11]([CH:16]([CH3:18])[CH3:17])=[CH:10][C:5]=1[C:6]([O:8]C)=[O:7].[CH3:19]O. Product: [OH:14][C:12]1[C:11]([CH:16]([CH3:18])[CH3:17])=[CH:10][C:5]([C:6]([OH:8])=[O:7])=[C:4]([O:3][CH3:19])[CH:13]=1. The catalyst class is: 6. (7) The catalyst class is: 20. Reactant: [CH:1]1([C:4]2[NH:25][C:7]3[N:8]=[N:9][C:10]([CH2:12][CH2:13][CH2:14][CH2:15][N:16]4[CH:20]=[C:19]([C:21]([O:23]C)=[O:22])[N:18]=[N:17]4)=[CH:11][C:6]=3[CH:5]=2)[CH2:3][CH2:2]1.[Li+].[OH-]. Product: [CH:1]1([C:4]2[NH:25][C:7]3[N:8]=[N:9][C:10]([CH2:12][CH2:13][CH2:14][CH2:15][N:16]4[CH:20]=[C:19]([C:21]([OH:23])=[O:22])[N:18]=[N:17]4)=[CH:11][C:6]=3[CH:5]=2)[CH2:3][CH2:2]1. (8) Reactant: Br[C:2]1[CH:3]=[N:4][CH:5]=[C:6]([F:8])[CH:7]=1.C([O-])(=O)C.[Na+].[CH:14](=[O:17])[CH:15]=[CH2:16].O. Product: [F:8][C:6]1[CH:7]=[C:2](/[CH:16]=[CH:15]/[CH:14]=[O:17])[CH:3]=[N:4][CH:5]=1. The catalyst class is: 2.